Dataset: M1 muscarinic receptor antagonist screen with 61,756 compounds. Task: Binary Classification. Given a drug SMILES string, predict its activity (active/inactive) in a high-throughput screening assay against a specified biological target. The drug is ON1C(C(=NC1c1cc(OC)c(OC)cc1)c1ccccc1)(C)C. The result is 0 (inactive).